This data is from Forward reaction prediction with 1.9M reactions from USPTO patents (1976-2016). The task is: Predict the product of the given reaction. (1) Given the reactants [CH3:1][NH:2][CH2:3][C:4]1[CH:9]=[CH:8][C:7]([C:10]([N:12]2[CH2:18][C:17]3([CH3:20])[CH2:19][CH:13]2[CH2:14][C:15]([CH3:22])([CH3:21])[CH2:16]3)=[O:11])=[CH:6][CH:5]=1.[CH3:23][C:24]1[CH:29]=[CH:28][C:27]([S:30]([N:33]=[C:34]=[O:35])(=[O:32])=[O:31])=[CH:26][CH:25]=1, predict the reaction product. The product is: [CH3:23][C:24]1[CH:29]=[CH:28][C:27]([S:30]([NH:33][C:34](=[O:35])[N:2]([CH3:1])[CH2:3][C:4]2[CH:5]=[CH:6][C:7]([C:10]([N:12]3[CH2:18][C:17]4([CH3:20])[CH2:19][CH:13]3[CH2:14][C:15]([CH3:22])([CH3:21])[CH2:16]4)=[O:11])=[CH:8][CH:9]=2)(=[O:32])=[O:31])=[CH:26][CH:25]=1. (2) Given the reactants [NH2:1][C:2]1[CH:11]=[C:10]([N+:12]([O-:14])=[O:13])[CH:9]=[CH:8][C:3]=1[C:4]([O:6]C)=[O:5].[C:15]([C:18]1[CH:23]=[CH:22][CH:21]=[CH:20][CH:19]=1)(=O)[CH3:16].CC([O-])(C)C.[K+], predict the reaction product. The product is: [N+:12]([C:10]1[CH:9]=[CH:8][C:3]([C:4]([OH:6])=[O:5])=[C:2]2[C:11]=1[CH:16]=[C:15]([C:18]1[CH:23]=[CH:22][CH:21]=[CH:20][CH:19]=1)[NH:1]2)([O-:14])=[O:13].